Dataset: Forward reaction prediction with 1.9M reactions from USPTO patents (1976-2016). Task: Predict the product of the given reaction. (1) Given the reactants [F:1][C@H:2]1[C@@H:7]([CH2:8][O:9][C:10]2[CH:15]=[CH:14][C:13]([S:16](=[O:33])(=[O:32])[N:17]([CH2:28][CH:29]([CH3:31])[CH3:30])[C:18]3[C:23]([CH3:24])=[CH:22][C:21]([CH:25]([CH3:27])[CH3:26])=[CH:20][N:19]=3)=[CH:12][CH:11]=2)[CH2:6][CH2:5][N:4](C(OC(C)(C)C)=O)[CH2:3]1.ClCCl, predict the reaction product. The product is: [F:1][C@H:2]1[C@@H:7]([CH2:8][O:9][C:10]2[CH:11]=[CH:12][C:13]([S:16]([N:17]([CH2:28][CH:29]([CH3:31])[CH3:30])[C:18]3[C:23]([CH3:24])=[CH:22][C:21]([CH:25]([CH3:26])[CH3:27])=[CH:20][N:19]=3)(=[O:32])=[O:33])=[CH:14][CH:15]=2)[CH2:6][CH2:5][NH:4][CH2:3]1. (2) Given the reactants [NH2:1][C:2]([NH2:4])=[S:3].C(=O)([O-])[O-].[K+].[K+].C([O:13][C:14](=O)[CH2:15][C:16](=O)[CH2:17][CH2:18][CH2:19][CH3:20])C.Cl, predict the reaction product. The product is: [CH2:17]([C:16]1[NH:4][C:2](=[S:3])[NH:1][C:14](=[O:13])[CH:15]=1)[CH2:18][CH2:19][CH3:20].